This data is from Catalyst prediction with 721,799 reactions and 888 catalyst types from USPTO. The task is: Predict which catalyst facilitates the given reaction. (1) Reactant: [Br:1][C:2]1[C:3]2[C:4]([S:21][C:22]3[CH:27]=[CH:26][C:25]([Cl:28])=[CH:24][CH:23]=3)=[C:5]3[CH:15]([CH2:16][C:17]([O:19][CH3:20])=[O:18])[CH2:14][CH2:13][N:6]3[C:7]=2[CH:8]=[C:9]([C:11]#[N:12])[CH:10]=1.[N:29]([Sn](CCCC)(CCCC)CCCC)=[N+:30]=[N-:31].CC(O)=O. Product: [Br:1][C:2]1[C:3]2[C:4]([S:21][C:22]3[CH:23]=[CH:24][C:25]([Cl:28])=[CH:26][CH:27]=3)=[C:5]3[CH:15]([CH2:16][C:17]([O:19][CH3:20])=[O:18])[CH2:14][CH2:13][N:6]3[C:7]=2[CH:8]=[C:9]([C:11]2[N:29]=[N:30][NH:31][N:12]=2)[CH:10]=1. The catalyst class is: 11. (2) Reactant: [F:1][C@@H:2]1[CH2:19][C@@:18]2([CH3:20])[CH:5]([CH2:6][CH2:7][C@@H:8]3[C@@H:17]2[CH2:16][CH2:15][C@@:13]2([CH3:14])[C@H:9]3[CH2:10][CH2:11][C:12]2=[O:21])[CH2:4][C:3]1=O.[ClH:23].Cl.[NH:25]1[CH2:29][CH2:28][C@@H:27]([O:30][NH2:31])[CH2:26]1. Product: [ClH:23].[NH:25]1[CH2:29][CH2:28][C@@H:27]([O:30]/[N:31]=[C:3]2\[CH2:4][CH:5]3[C@:18]([CH3:20])([CH2:19][C@H:2]\2[F:1])[C@@H:17]2[C@H:8]([C@H:9]4[C@@:13]([CH2:15][CH2:16]2)([CH3:14])[C:12](=[O:21])[CH2:11][CH2:10]4)[CH2:7][CH2:6]3)[CH2:26]1. The catalyst class is: 17. (3) Reactant: Cl[C:2]1[C:3]2[C:10]([I:11])=[C:9]([I:12])[S:8][C:4]=2[N:5]=[CH:6][N:7]=1.[OH:13][C@H:14]([CH2:19][C:20]1[CH:25]=[CH:24][CH:23]=[CH:22][CH:21]=1)[C:15]([O:17][CH3:18])=[O:16].C([O-])([O-])=O.[Cs+].[Cs+].Cl. Product: [I:11][C:10]1[C:3]2[C:2]([O:13][C@H:14]([CH2:19][C:20]3[CH:25]=[CH:24][CH:23]=[CH:22][CH:21]=3)[C:15]([O:17][CH3:18])=[O:16])=[N:7][CH:6]=[N:5][C:4]=2[S:8][C:9]=1[I:12]. The catalyst class is: 374. (4) Reactant: Br[C:2]1[CH:3]=[C:4]([CH:14]=[CH:15][CH:16]=1)[CH2:5][N:6]1[C:10]([CH3:11])=[N:9][C:8]([C:12]#[N:13])=[N:7]1.[CH3:17][N:18]1[CH2:23][CH2:22][NH:21][CH2:20][CH2:19]1.C([O-])([O-])=O.[Cs+].[Cs+].C1(P(C2CCCCC2)C2C=CC=CC=2C2C(C(C)C)=CC(C(C)C)=CC=2C(C)C)CCCCC1. Product: [CH3:11][C:10]1[N:6]([CH2:5][C:4]2[CH:14]=[CH:15][CH:16]=[C:2]([N:21]3[CH2:22][CH2:23][N:18]([CH3:17])[CH2:19][CH2:20]3)[CH:3]=2)[N:7]=[C:8]([C:12]#[N:13])[N:9]=1. The catalyst class is: 101. (5) Reactant: [C:1]([O:5][C:6]([NH:8][C:9]([C:29](=[O:31])[NH2:30])([CH2:15][C:16]([O:18][CH:19]1[CH:24]([CH:25]([CH3:27])[CH3:26])[CH2:23][CH2:22][CH:21]([CH3:28])[CH2:20]1)=[O:17])[C:10]([O:12][CH2:13][CH3:14])=[O:11])=[O:7])([CH3:4])([CH3:3])[CH3:2]. Product: [C:1]([O:5][C:6]([NH:8][C@@:9]([C:29](=[O:31])[NH2:30])([CH2:15][C:16]([O:18][CH:19]1[CH:24]([CH:25]([CH3:26])[CH3:27])[CH2:23][CH2:22][CH:21]([CH3:28])[CH2:20]1)=[O:17])[C:10]([O:12][CH2:13][CH3:14])=[O:11])=[O:7])([CH3:2])([CH3:4])[CH3:3]. The catalyst class is: 21. (6) Product: [CH2:15]([O:14][C:12]([N:8]1[CH2:9][CH2:10][CH2:11][CH:7]1[CH:6]=[CH:5][CH2:4][OH:3])=[O:13])[C:16]1[CH:21]=[CH:20][CH:19]=[CH:18][CH:17]=1. The catalyst class is: 33. Reactant: C([O:3][C:4](=O)[CH:5]=[CH:6][CH:7]1[CH2:11][CH2:10][CH2:9][N:8]1[C:12]([O:14][CH2:15][C:16]1[CH:21]=[CH:20][CH:19]=[CH:18][CH:17]=1)=[O:13])C.[H-].C([Al+]CC(C)C)C(C)C. (7) Reactant: [N:1]1[N:2]([C:11]2[CH:19]=[CH:18][C:14]([C:15]([NH2:17])=[O:16])=[CH:13][CH:12]=2)[CH:3]=[C:4]2[CH2:10][CH2:9][NH:8][CH2:7][CH2:6][C:5]=12.[CH3:20][C:21]([CH3:23])=O.C(O[BH-](OC(=O)C)OC(=O)C)(=O)C.[Na+].CO. Product: [CH3:20][CH:21]([N:8]1[CH2:9][CH2:10][C:4]2=[CH:3][N:2]([C:11]3[CH:19]=[CH:18][C:14]([C:15]([NH2:17])=[O:16])=[CH:13][CH:12]=3)[N:1]=[C:5]2[CH2:6][CH2:7]1)[CH3:23]. The catalyst class is: 411.